This data is from NCI-60 drug combinations with 297,098 pairs across 59 cell lines. The task is: Regression. Given two drug SMILES strings and cell line genomic features, predict the synergy score measuring deviation from expected non-interaction effect. (1) Drug 1: C1=C(C(=O)NC(=O)N1)F. Drug 2: CC12CCC3C(C1CCC2OP(=O)(O)O)CCC4=C3C=CC(=C4)OC(=O)N(CCCl)CCCl.[Na+]. Cell line: MDA-MB-231. Synergy scores: CSS=11.9, Synergy_ZIP=-10.3, Synergy_Bliss=-3.32, Synergy_Loewe=-9.17, Synergy_HSA=-2.89. (2) Drug 1: CC1C(C(CC(O1)OC2CC(CC3=C2C(=C4C(=C3O)C(=O)C5=C(C4=O)C(=CC=C5)OC)O)(C(=O)CO)O)N)O.Cl. Drug 2: C1=CC(=C2C(=C1NCCNCCO)C(=O)C3=C(C=CC(=C3C2=O)O)O)NCCNCCO. Cell line: CCRF-CEM. Synergy scores: CSS=88.5, Synergy_ZIP=10.1, Synergy_Bliss=9.46, Synergy_Loewe=5.51, Synergy_HSA=11.3. (3) Drug 1: C#CCC(CC1=CN=C2C(=N1)C(=NC(=N2)N)N)C3=CC=C(C=C3)C(=O)NC(CCC(=O)O)C(=O)O. Drug 2: CC1C(C(CC(O1)OC2CC(CC3=C2C(=C4C(=C3O)C(=O)C5=C(C4=O)C(=CC=C5)OC)O)(C(=O)CO)O)N)O.Cl. Cell line: SF-268. Synergy scores: CSS=38.2, Synergy_ZIP=-5.21, Synergy_Bliss=-3.75, Synergy_Loewe=0.650, Synergy_HSA=-0.169. (4) Drug 1: C1C(C(OC1N2C=C(C(=O)NC2=O)F)CO)O. Drug 2: CC1=C(C=C(C=C1)C(=O)NC2=CC(=CC(=C2)C(F)(F)F)N3C=C(N=C3)C)NC4=NC=CC(=N4)C5=CN=CC=C5. Cell line: PC-3. Synergy scores: CSS=9.78, Synergy_ZIP=-2.56, Synergy_Bliss=-1.39, Synergy_Loewe=-8.64, Synergy_HSA=-4.11. (5) Drug 2: C(CC(=O)O)C(=O)CN.Cl. Drug 1: C1CCC(C1)C(CC#N)N2C=C(C=N2)C3=C4C=CNC4=NC=N3. Cell line: A549. Synergy scores: CSS=5.11, Synergy_ZIP=-6.07, Synergy_Bliss=-4.27, Synergy_Loewe=-5.94, Synergy_HSA=-3.35. (6) Drug 1: CC1OCC2C(O1)C(C(C(O2)OC3C4COC(=O)C4C(C5=CC6=C(C=C35)OCO6)C7=CC(=C(C(=C7)OC)O)OC)O)O. Drug 2: C1=CN(C(=O)N=C1N)C2C(C(C(O2)CO)O)O.Cl. Cell line: UACC-257. Synergy scores: CSS=13.1, Synergy_ZIP=-2.94, Synergy_Bliss=2.16, Synergy_Loewe=1.54, Synergy_HSA=1.50. (7) Drug 1: C1CC(=O)NC(=O)C1N2CC3=C(C2=O)C=CC=C3N. Drug 2: C1=CC(=CC=C1CC(C(=O)O)N)N(CCCl)CCCl.Cl. Cell line: COLO 205. Synergy scores: CSS=50.6, Synergy_ZIP=4.38, Synergy_Bliss=11.4, Synergy_Loewe=7.72, Synergy_HSA=7.08.